Dataset: Full USPTO retrosynthesis dataset with 1.9M reactions from patents (1976-2016). Task: Predict the reactants needed to synthesize the given product. (1) Given the product [C:15]([C:4]1[CH:5]=[C:6]2[C:10](=[C:2]([C:21]3[CH:20]=[CH:19][C:18]([F:17])=[C:23]([F:24])[CH:22]=3)[CH:3]=1)[N:9]([CH3:11])[C:8]([C:12]([NH2:14])=[O:13])=[CH:7]2)#[N:16], predict the reactants needed to synthesize it. The reactants are: Br[C:2]1[CH:3]=[C:4]([C:15]#[N:16])[CH:5]=[C:6]2[C:10]=1[N:9]([CH3:11])[C:8]([C:12]([NH2:14])=[O:13])=[CH:7]2.[F:17][C:18]1[CH:19]=[C:20](B(O)O)[CH:21]=[CH:22][C:23]=1[F:24]. (2) Given the product [CH2:28]([NH+:30]([CH2:33][CH3:34])[CH2:31][CH3:32])[CH3:29].[C:1]12([CH2:11][O:12][C:13]([C:14]([F:16])([F:15])[S:20]([O-:22])=[O:21])=[O:18])[CH2:10][CH:5]3[CH2:6][CH:7]([CH2:9][CH:3]([CH2:4]3)[CH2:2]1)[CH2:8]2, predict the reactants needed to synthesize it. The reactants are: [C:1]12([CH2:11][O:12][C:13](=[O:18])[C:14](Br)([F:16])[F:15])[CH2:10][CH:5]3[CH2:6][CH:7]([CH2:9][CH:3]([CH2:4]3)[CH2:2]1)[CH2:8]2.O.[S:20](S([O-])=O)([O-:22])=[O:21].[Na+].[Na+].[CH2:28]([N:30]([CH2:33][CH3:34])[CH2:31][CH3:32])[CH3:29]. (3) Given the product [C:4]([C:5]1[CH2:10][CH2:9][CH:8]([NH:11][C:12](=[O:18])[O:13][C:14]([CH3:16])([CH3:15])[CH3:17])[CH2:7][CH:6]=1)#[CH:3], predict the reactants needed to synthesize it. The reactants are: C[Si](C)(C)[C:3]#[C:4][C:5]1[CH2:10][CH2:9][CH:8]([NH:11][C:12](=[O:18])[O:13][C:14]([CH3:17])([CH3:16])[CH3:15])[CH2:7][CH:6]=1.[F-].C([N+](CCCC)(CCCC)CCCC)CCC.C([O-])([O-])=O.[Na+].[Na+]. (4) Given the product [ClH:30].[CH:1]([C:4]1[CH:5]=[C:6]([CH:10]=[C:11]([C:13]2[CH:18]=[CH:17][C:16]([CH3:19])=[CH:15][N:14]=2)[CH:12]=1)[C:7]([NH:27][C@H:25]([C:22]1[NH:23][CH:24]=[N:20][N:21]=1)[CH3:26])=[O:9])([CH3:2])[CH3:3], predict the reactants needed to synthesize it. The reactants are: [CH:1]([C:4]1[CH:5]=[C:6]([CH:10]=[C:11]([C:13]2[CH:18]=[CH:17][C:16]([CH3:19])=[CH:15][N:14]=2)[CH:12]=1)[C:7]([OH:9])=O)([CH3:3])[CH3:2].[N:20]1[N:21]=[C:22]([C@@H:25]([NH2:27])[CH3:26])[NH:23][CH:24]=1.C(Cl)C[Cl:30].C1C=CC2N(O)N=NC=2C=1.C(N(CC)CC)C.FC(F)(F)C(O)=O. (5) Given the product [F:22][C:13]1[CH:14]=[C:15]([C:18]([F:21])([F:19])[F:20])[CH:16]=[CH:17][C:12]=1[S:9]([C:7]1[S:6][C:5]([NH:23][C:24](=[O:25])[C:26]([OH:29])([CH3:28])[CH3:27])=[C:4]([C:1]([NH2:2])=[O:3])[CH:8]=1)(=[O:10])=[O:11], predict the reactants needed to synthesize it. The reactants are: [C:1]([C:4]1[CH:8]=[C:7]([S:9]([C:12]2[CH:17]=[CH:16][C:15]([C:18]([F:21])([F:20])[F:19])=[CH:14][C:13]=2[F:22])(=[O:11])=[O:10])[S:6][C:5]=1[NH:23][C:24]([C:26]([O:29]C(=O)C)([CH3:28])[CH3:27])=[O:25])(=[O:3])[NH2:2].Cl. (6) Given the product [Cl:14][C:15]1[N:16]=[C:17]([Cl:22])[N:18]=[C:19]([NH:13][C:11]2[N:10]=[CH:9][N:8]([CH2:7][CH2:6][C:3]3[CH:4]=[CH:5][S:1][CH:2]=3)[CH:12]=2)[N:20]=1, predict the reactants needed to synthesize it. The reactants are: [S:1]1[CH:5]=[CH:4][C:3]([CH2:6][CH2:7][N:8]2[CH:12]=[C:11]([NH2:13])[N:10]=[CH:9]2)=[CH:2]1.[Cl:14][C:15]1[N:20]=[C:19](Cl)[N:18]=[C:17]([Cl:22])[N:16]=1.ClC1N=C(Cl)N=C(NC2N=CN(C3CC3)C=2)N=1. (7) Given the product [Cl:21][C:18]1[CH:19]=[CH:20][C:15]([C@@:12]2([C:13]#[N:14])[C@H:11]([CH2:23][C:24]([CH3:26])([CH3:25])[CH3:27])[NH:10][C@@H:9]([C:28]([NH:30][C:31]3[CH:40]=[CH:39][C:34]([C:35]([OH:37])=[O:36])=[CH:33][N:32]=3)=[O:29])[C@@H:8]2[C:4]2[CH:5]=[CH:6][CH:7]=[C:2]([Cl:1])[C:3]=2[F:41])=[C:16]([F:22])[CH:17]=1, predict the reactants needed to synthesize it. The reactants are: [Cl:1][C:2]1[C:3]([F:41])=[C:4]([C@@H:8]2[C@:12]([C:15]3[CH:20]=[CH:19][C:18]([Cl:21])=[CH:17][C:16]=3[F:22])([C:13]#[N:14])[C@H:11]([CH2:23][C:24]([CH3:27])([CH3:26])[CH3:25])[NH:10][C@H:9]2[C:28]([NH:30][C:31]2[CH:40]=[CH:39][C:34]([C:35]([O:37]C)=[O:36])=[CH:33][N:32]=2)=[O:29])[CH:5]=[CH:6][CH:7]=1.[Br-].[Al+3].[Br-].[Br-].CSC. (8) Given the product [C:17]([O:16][CH2:15][C:12]1[CH:11]=[CH:10][C:9]([CH2:8][O:7][CH:2]2[CH2:3][CH2:4][CH2:5][CH2:6][O:1]2)=[CH:14][CH:13]=1)(=[O:21])[CH3:18], predict the reactants needed to synthesize it. The reactants are: [O:1]1[CH2:6][CH2:5][CH2:4][CH2:3][CH:2]1[O:7][CH2:8][C:9]1[CH:14]=[CH:13][C:12]([CH2:15][OH:16])=[CH:11][CH:10]=1.[C:17]([OH:21])(C)(C)[CH3:18].C(OC(C)C)(C)C. (9) Given the product [CH3:1][O:2][C:3]1[CH:8]=[CH:7][C:6]([N:9]2[C:10]3[CH:15]=[CH:14][CH:13]=[CH:12][C:11]=3[N:16]=[C:17]2[C:19]2[NH:20][CH:21]=[CH:22][CH:23]=2)=[CH:5][CH:4]=1, predict the reactants needed to synthesize it. The reactants are: [CH3:1][O:2][C:3]1[CH:8]=[CH:7][C:6]([NH:9][C:10]2[CH:15]=[CH:14][CH:13]=[CH:12][C:11]=2[NH:16][C:17]([C:19]2[NH:20][CH:21]=[CH:22][CH:23]=2)=O)=[CH:5][CH:4]=1.